This data is from Full USPTO retrosynthesis dataset with 1.9M reactions from patents (1976-2016). The task is: Predict the reactants needed to synthesize the given product. (1) Given the product [N:1]1([C:7]2[C:8]3[C:15]([C:16]4[CH:17]=[C:18]([CH:21]=[CH:22][CH:23]=4)[C:19]#[N:20])=[CH:14][N:13]([CH2:35][O:36][CH2:37][CH2:38][Si:39]([CH3:42])([CH3:41])[CH3:40])[C:9]=3[N:10]=[CH:11][N:12]=2)[CH2:6][CH2:5][O:4][CH2:3][CH2:2]1, predict the reactants needed to synthesize it. The reactants are: [N:1]1([C:7]2[C:8]3[C:15]([C:16]4[CH:17]=[C:18]([CH:21]=[CH:22][CH:23]=4)[C:19]#[N:20])=[CH:14][NH:13][C:9]=3[N:10]=[CH:11][N:12]=2)[CH2:6][CH2:5][O:4][CH2:3][CH2:2]1.ClC1C2C(I)=CN([CH2:35][O:36][CH2:37][CH2:38][Si:39]([CH3:42])([CH3:41])[CH3:40])C=2N=CN=1. (2) Given the product [N:8]1[C:7]2[C:2](=[N:3][CH:4]=[CH:5][CH:6]=2)[S:9][C:10]=1[NH2:11], predict the reactants needed to synthesize it. The reactants are: Cl[C:2]1[C:7]([NH2:8])=[CH:6][CH:5]=[CH:4][N:3]=1.[S-:9][C:10]#[N:11].[NH4+].Cl. (3) The reactants are: [Br:1][C:2]1[CH:7]=[CH:6][C:5]([N:8]=[C:9]=[O:10])=[C:4]([Cl:11])[CH:3]=1.Cl.[Cl:13][CH2:14][CH2:15][NH2:16].O. Given the product [Br:1][C:2]1[CH:7]=[CH:6][C:5]([NH:8][C:9]([NH:16][CH2:15][CH2:14][Cl:13])=[O:10])=[C:4]([Cl:11])[CH:3]=1, predict the reactants needed to synthesize it. (4) Given the product [CH3:13][N:14]1[C:20]2[CH:21]=[CH:22][CH:23]=[CH:24][C:19]=2[C:18](=[O:25])[N:17]([CH2:26][C@H:27]2[CH2:28][CH2:29][C@H:30]([C:33]([N:46]3[CH2:47][CH2:48][N:43]([C:38]4[CH:39]=[CH:40][CH:41]=[CH:42][N:37]=4)[CH2:44][CH2:45]3)=[O:34])[CH2:31][CH2:32]2)[CH2:16][C:15]1=[O:36], predict the reactants needed to synthesize it. The reactants are: C1N=CN(C(N2C=NC=C2)=O)C=1.[CH3:13][N:14]1[C:20]2[CH:21]=[CH:22][CH:23]=[CH:24][C:19]=2[C:18](=[O:25])[N:17]([CH2:26][C@H:27]2[CH2:32][CH2:31][C@H:30]([C:33](O)=[O:34])[CH2:29][CH2:28]2)[CH2:16][C:15]1=[O:36].[N:37]1[CH:42]=[CH:41][CH:40]=[CH:39][C:38]=1[N:43]1[CH2:48][CH2:47][NH:46][CH2:45][CH2:44]1. (5) The reactants are: [CH3:1][O:2][C:3](=[O:24])[CH2:4][C:5]1[C:14]([CH3:15])=[C:13]([C:16]2[CH:21]=[CH:20][C:19]([NH2:22])=[CH:18][CH:17]=2)[C:12]2[C:7](=[CH:8][CH:9]=[C:10]([Cl:23])[CH:11]=2)[CH:6]=1.[C:25](Cl)(=[O:32])[C:26]1[CH:31]=[CH:30][CH:29]=[CH:28][CH:27]=1.C(N(C(C)C)CC)(C)C. Given the product [CH3:1][O:2][C:3](=[O:24])[CH2:4][C:5]1[C:14]([CH3:15])=[C:13]([C:16]2[CH:21]=[CH:20][C:19]([NH:22][C:25](=[O:32])[C:26]3[CH:31]=[CH:30][CH:29]=[CH:28][CH:27]=3)=[CH:18][CH:17]=2)[C:12]2[C:7](=[CH:8][CH:9]=[C:10]([Cl:23])[CH:11]=2)[CH:6]=1, predict the reactants needed to synthesize it. (6) Given the product [IH:35].[F:1][C:2]1[CH:7]=[CH:6][C:5]([N:8]2[C:16]3[C:11](=[CH:12][CH:13]=[CH:14][CH:15]=3)[C:10]([CH2:17][CH2:18][CH2:19][CH2:20][N:21]3[CH2:22][CH2:23][C:24]4([C:34]5[C:29](=[CH:30][CH:31]=[CH:32][CH:33]=5)[CH2:28][O:27]4)[CH2:25][CH2:26]3)=[CH:9]2)=[CH:4][CH:3]=1, predict the reactants needed to synthesize it. The reactants are: [F:1][C:2]1[CH:7]=[CH:6][C:5]([N:8]2[C:16]3[C:11](=[CH:12][CH:13]=[CH:14][CH:15]=3)[C:10]([CH2:17][CH2:18][CH2:19][CH2:20][N:21]3[CH2:26][CH2:25][C:24]4([C:34]5[C:29](=[CH:30][CH:31]=[CH:32][CH:33]=5)[CH2:28][O:27]4)[CH2:23][CH2:22]3)=[CH:9]2)=[CH:4][CH:3]=1.[IH:35]. (7) Given the product [CH2:1]([O:4][C:5]1[CH:16]=[CH:15][C:14]([NH2:17])=[CH:13][C:6]=1[C:7]([O:9][CH2:10][CH:11]=[CH2:12])=[O:8])[CH:2]=[CH2:3], predict the reactants needed to synthesize it. The reactants are: [CH2:1]([O:4][C:5]1[CH:16]=[CH:15][C:14]([N+:17]([O-])=O)=[CH:13][C:6]=1[C:7]([O:9][CH2:10][CH:11]=[CH2:12])=[O:8])[CH:2]=[CH2:3].C([O-])(O)=O.[Na+].